From a dataset of Full USPTO retrosynthesis dataset with 1.9M reactions from patents (1976-2016). Predict the reactants needed to synthesize the given product. (1) Given the product [CH3:24][C:16]1[C:15]([CH:2]([CH3:1])[C:3]([O:5][CH2:6][CH3:7])=[O:4])=[CH:20][CH:19]=[C:18]([N+:21]([O-:23])=[O:22])[N:17]=1, predict the reactants needed to synthesize it. The reactants are: [CH3:1][C:2]([C:15]1[C:16]([CH3:24])=[N:17][C:18]([N+:21]([O-:23])=[O:22])=[CH:19][CH:20]=1)(C(OCC)=O)[C:3]([O:5][C:6](C)(C)[CH3:7])=[O:4]. (2) Given the product [C:1]([O:5][CH:6]([C:11]1[C:16]([CH3:17])=[CH:15][CH:14]=[C:13]([CH:18]2[CH2:19][CH2:20]2)[C:12]=1[C:21]1[CH:22]=[CH:23][C:24]2[O:29][CH2:28][CH2:27][CH2:26][C:25]=2[CH:30]=1)[C:7]([OH:9])=[O:8])([CH3:4])([CH3:2])[CH3:3], predict the reactants needed to synthesize it. The reactants are: [C:1]([O:5][CH:6]([C:11]1[C:16]([CH3:17])=[CH:15][CH:14]=[C:13]([CH:18]2[CH2:20][CH2:19]2)[C:12]=1[C:21]1[CH:22]=[CH:23][C:24]2[O:29][CH2:28][CH2:27][CH2:26][C:25]=2[CH:30]=1)[C:7]([O:9]C)=[O:8])([CH3:4])([CH3:3])[CH3:2].[OH-].[Li+]. (3) Given the product [Cl:8][C:6]1[CH:5]=[CH:4][C:3]([C:2]2[CH:3]=[CH:4][C:21]([OH:22])=[C:20]([CH:12]=[O:15])[CH:7]=2)=[C:2]([F:1])[CH:7]=1, predict the reactants needed to synthesize it. The reactants are: [F:1][C:2]1[CH:7]=[C:6]([Cl:8])[CH:5]=[CH:4][C:3]=1B(O)O.[C:12](=[O:15])([O-])[O-].[Na+].[Na+].CO[CH2:20][CH2:21][O:22]C. (4) Given the product [Cl:1][C:2]1[N:3]=[C:4]([C:23]2[CH:24]=[N:25][CH:26]=[C:21]([Cl:20])[CH:22]=2)[C:5]2[N:10]([CH2:11][C@H:12]3[CH2:17][CH2:16][C@H:15]([CH3:18])[CH2:14][CH2:13]3)[CH:9]=[CH:8][C:6]=2[N:7]=1, predict the reactants needed to synthesize it. The reactants are: [Cl:1][C:2]1[N:3]=[C:4](Cl)[C:5]2[N:10]([CH2:11][C@H:12]3[CH2:17][CH2:16][C@H:15]([CH3:18])[CH2:14][CH2:13]3)[CH:9]=[CH:8][C:6]=2[N:7]=1.[Cl:20][C:21]1[CH:22]=[C:23](B(O)O)[CH:24]=[N:25][CH:26]=1.C([O-])([O-])=O.[Na+].[Na+].O1CCOCC1. (5) Given the product [CH:10]1([CH2:9][C:1]2([C:5]([OH:7])=[O:6])[CH2:4][CH2:3][CH2:2]2)[CH2:12][CH2:11]1, predict the reactants needed to synthesize it. The reactants are: [CH:1]1([C:5]([OH:7])=[O:6])[CH2:4][CH2:3][CH2:2]1.Br[CH2:9][CH:10]1[CH2:12][CH2:11]1. (6) Given the product [CH3:1][O:2][C:3]1[CH:4]=[C:5]([CH:23]=[CH:24][C:25]=1[O:26][CH3:27])[CH2:6][CH:7]1[C:16]2[C:11](=[C:12]([O:21][CH3:22])[C:13]([O:19][CH3:20])=[C:14]([O:17][CH3:18])[CH:15]=2)[CH2:10][CH2:9][N:8]1[CH2:29][C:30]([NH:40][CH2:39][C:34]1[CH:35]=[CH:36][CH:37]=[CH:38][N:33]=1)=[O:31], predict the reactants needed to synthesize it. The reactants are: [CH3:1][O:2][C:3]1[CH:4]=[C:5]([CH:23]=[CH:24][C:25]=1[O:26][CH3:27])[CH2:6][CH:7]1[C:16]2[C:11](=[C:12]([O:21][CH3:22])[C:13]([O:19][CH3:20])=[C:14]([O:17][CH3:18])[CH:15]=2)[CH2:10][CH2:9][NH:8]1.Br[CH2:29][C:30](Br)=[O:31].[N:33]1[CH:38]=[CH:37][CH:36]=[CH:35][C:34]=1[CH2:39][NH2:40].